Dataset: Full USPTO retrosynthesis dataset with 1.9M reactions from patents (1976-2016). Task: Predict the reactants needed to synthesize the given product. (1) Given the product [Br:1][C:2]1[CH:10]=[CH:9][C:5]([C:6]2[O:8][CH:14]=[CH:13][N:16]=2)=[C:4]([CH2:11][CH3:12])[CH:3]=1, predict the reactants needed to synthesize it. The reactants are: [Br:1][C:2]1[CH:10]=[CH:9][C:5]([C:6]([OH:8])=O)=[C:4]([CH2:11][CH3:12])[CH:3]=1.[CH:13]([N:16](C(C)C)CC)(C)[CH3:14].F[P-](F)(F)(F)(F)F.N1(OC(N(C)C)=[N+](C)C)C2N=CC=CC=2N=N1. (2) Given the product [ClH:1].[CH3:27][C:18]1[S:22][C:21]([C:2]2[N:7]=[N:6][C:5]([C:8]34[CH2:15][N:12]([CH2:13][CH2:14]3)[CH2:11][CH2:10][CH2:9]4)=[CH:4][CH:3]=2)=[CH:20][CH:19]=1, predict the reactants needed to synthesize it. The reactants are: [Cl:1][C:2]1[N:7]=[N:6][C:5]([C:8]23[CH2:15][N:12]([CH2:13][CH2:14]2)[CH2:11][CH2:10][CH2:9]3)=[CH:4][CH:3]=1.CS[C:18]1[S:22][C:21](B(O)O)=[CH:20][CH:19]=1.Cl.[CH3:27]C(O)C. (3) Given the product [CH3:8][O:7][C:1](=[O:6])[C:2](=[O:4])[CH2:20][C:19]([C:16]1[CH:15]=[CH:14][C:13]([CH3:12])=[CH:18][N:17]=1)=[O:21], predict the reactants needed to synthesize it. The reactants are: [C:1]([O:7][CH3:8])(=[O:6])[C:2]([O:4]C)=O.C[O-].[Na+].[CH3:12][C:13]1[CH:14]=[CH:15][C:16]([C:19](=[O:21])[CH3:20])=[N:17][CH:18]=1.